This data is from NCI-60 drug combinations with 297,098 pairs across 59 cell lines. The task is: Regression. Given two drug SMILES strings and cell line genomic features, predict the synergy score measuring deviation from expected non-interaction effect. Drug 2: CC12CCC3C(C1CCC2O)C(CC4=C3C=CC(=C4)O)CCCCCCCCCS(=O)CCCC(C(F)(F)F)(F)F. Drug 1: CN(C)N=NC1=C(NC=N1)C(=O)N. Synergy scores: CSS=-8.85, Synergy_ZIP=8.56, Synergy_Bliss=-2.37, Synergy_Loewe=-9.46, Synergy_HSA=-6.87. Cell line: M14.